This data is from Catalyst prediction with 721,799 reactions and 888 catalyst types from USPTO. The task is: Predict which catalyst facilitates the given reaction. Reactant: [O:1]1[CH2:6][CH:5]=[C:4]([C:7]2[CH:8]=[C:9]([NH2:13])[CH:10]=[N:11][CH:12]=2)[CH2:3][CH2:2]1. Product: [O:1]1[CH2:6][CH2:5][CH:4]([C:7]2[CH:8]=[C:9]([NH2:13])[CH:10]=[N:11][CH:12]=2)[CH2:3][CH2:2]1. The catalyst class is: 591.